This data is from Forward reaction prediction with 1.9M reactions from USPTO patents (1976-2016). The task is: Predict the product of the given reaction. (1) Given the reactants Br[C:2]1[CH:3]=[C:4]([CH:7]=[O:8])[O:5][CH:6]=1.[CH:9]1(B(O)O)[CH2:11][CH2:10]1.ClC1C=CC(CC2C=C(C=O)SC=2)=CC=1.C1(P(C2C=CC=CC=2)C2C=CC=CC=2)C=CC=CC=1.C1(P(C2CCCCC2)C2CCCCC2)CCCCC1, predict the reaction product. The product is: [CH:9]1([C:2]2[CH:3]=[C:4]([CH:7]=[O:8])[O:5][CH:6]=2)[CH2:11][CH2:10]1. (2) Given the reactants [Br:1][C:2]1[C:7]2[C:8]([C:14]3[CH:15]=[C:16]([CH:19]=[CH:20][CH:21]=3)[C:17]#[N:18])=[N:9][CH2:10][C:11](=[O:13])[NH:12][C:6]=2[CH:5]=[C:4]([O:22][CH3:23])[C:3]=1O.[C:25]([O-:28])([O-])=O.[K+].[K+].I[CH3:32], predict the reaction product. The product is: [Br:1][C:2]1[C:7]2[C:8]([C:14]3[CH:15]=[C:16]([CH:19]=[CH:20][CH:21]=3)[C:17]#[N:18])=[N:9][CH2:10][C:11](=[O:13])[N:12]([CH3:32])[C:6]=2[CH:5]=[C:4]([O:22][CH3:23])[C:3]=1[O:28][CH3:25]. (3) Given the reactants Cl.[NH2:2][OH:3].[C:4]([C:6]1[CH:7]=[CH:8][C:9]([CH2:25][CH2:26][C:27]([O:29][CH2:30][CH3:31])=[O:28])=[C:10]2[C:14]=1[N:13]([S:15]([C:18]1[CH:23]=[CH:22][C:21]([CH3:24])=[CH:20][CH:19]=1)(=[O:17])=[O:16])[CH:12]=[CH:11]2)#[N:5].C(=O)([O-])[O-].[Na+].[Na+].CCOC(C)=O, predict the reaction product. The product is: [OH:3][NH:2][C:4](=[NH:5])[C:6]1[CH:7]=[CH:8][C:9]([CH2:25][CH2:26][C:27]([O:29][CH2:30][CH3:31])=[O:28])=[C:10]2[C:14]=1[N:13]([S:15]([C:18]1[CH:23]=[CH:22][C:21]([CH3:24])=[CH:20][CH:19]=1)(=[O:16])=[O:17])[CH:12]=[CH:11]2. (4) Given the reactants [CH3:1][C:2]1[CH:7]=[C:6]([N+:8]([O-:10])=[O:9])[CH:5]=[CH:4][C:3]=1[N:11]=[C:12]1[NH:16][CH2:15][C:14]([CH3:18])([CH3:17])[S:13]1.[CH2:19](Br)[CH:20]([CH3:22])[CH3:21], predict the reaction product. The product is: [CH3:1][C:2]1[CH:7]=[C:6]([N+:8]([O-:10])=[O:9])[CH:5]=[CH:4][C:3]=1[N:11]=[C:12]1[N:16]([CH2:19][CH:20]([CH3:22])[CH3:21])[CH2:15][C:14]([CH3:18])([CH3:17])[S:13]1. (5) The product is: [NH2:1][N:4]1[C:8]2[C:9]([O:19][CH2:20][CH:21]3[CH2:25][CH2:24][O:23][CH2:22]3)=[C:10]([C:13]3[CH:18]=[CH:17][CH:16]=[CH:15][CH:14]=3)[CH:11]=[CH:12][C:7]=2[O:6][CH2:5]1. Given the reactants [N+:1]([N:4]1[C:8]2[C:9]([O:19][CH2:20][CH:21]3[CH2:25][CH2:24][O:23][CH2:22]3)=[C:10]([C:13]3[CH:18]=[CH:17][CH:16]=[CH:15][CH:14]=3)[CH:11]=[CH:12][C:7]=2[O:6][CH2:5]1)([O-])=O, predict the reaction product. (6) The product is: [Cl:17][C:18]1[CH:23]=[C:22]([C:24]2([C:26]([F:29])([F:27])[F:28])[O:1][N:2]=[C:3]([C:4]3[CH:15]=[CH:14][C:7]4[B:8]([OH:13])[O:9][C:10]([CH3:12])([CH3:11])[C:6]=4[CH:5]=3)[CH2:25]2)[CH:21]=[C:20]([Cl:30])[C:19]=1[O:31][C:32]([F:33])([F:35])[F:34]. Given the reactants [OH:1]/[N:2]=[C:3](\Cl)/[C:4]1[CH:15]=[CH:14][C:7]2[B:8]([OH:13])[O:9][C:10]([CH3:12])([CH3:11])[C:6]=2[CH:5]=1.[Cl:17][C:18]1[CH:23]=[C:22]([C:24]([C:26]([F:29])([F:28])[F:27])=[CH2:25])[CH:21]=[C:20]([Cl:30])[C:19]=1[O:31][C:32]([F:35])([F:34])[F:33], predict the reaction product.